This data is from Forward reaction prediction with 1.9M reactions from USPTO patents (1976-2016). The task is: Predict the product of the given reaction. (1) Given the reactants [OH:1][C:2]1[C:10]([CH3:11])=[CH:9][CH:8]=[C:7]2[C:3]=1[CH2:4][CH2:5][C:6]2=[O:12].[C:13](=O)([O-])[O-].[K+].[K+].S(OC)(OC)(=O)=O.O, predict the reaction product. The product is: [CH3:13][O:1][C:2]1[C:10]([CH3:11])=[CH:9][CH:8]=[C:7]2[C:3]=1[CH2:4][CH2:5][C:6]2=[O:12]. (2) Given the reactants [C:1]([O:5][CH:6]([C:11]1[C:16]([CH3:17])=[CH:15][CH:14]=[C:13](OS(C(F)(F)F)(=O)=O)[C:12]=1[C:26]1[CH:27]=[CH:28][C:29]2[O:34][CH2:33][CH2:32][CH2:31][C:30]=2[CH:35]=1)[C:7]([O:9][CH3:10])=[O:8])([CH3:4])([CH3:3])[CH3:2].[CH2:36]([Sn](CCCC)(CCCC)CCCC)[CH:37]=[CH2:38].[Cl-].[Li+].N, predict the reaction product. The product is: [CH3:10][O:9][C:7](=[O:8])[CH:6]([C:11]1[C:16]([CH3:17])=[CH:15][CH:14]=[C:13]([CH2:38][CH:37]=[CH2:36])[C:12]=1[C:26]1[CH:35]=[C:30]2[C:29](=[CH:28][CH:27]=1)[O:34][CH2:33][CH2:32][CH2:31]2)[O:5][C:1]([CH3:2])([CH3:3])[CH3:4]. (3) Given the reactants [CH2:1]([N:5]([CH2:7][C:8]1[CH:9]=[C:10]([CH:15]=[C:16]([CH3:18])[CH:17]=1)[C:11]([O:13]C)=[O:12])[CH3:6])[CH:2]([CH3:4])[CH3:3].O.[OH-].[Li+], predict the reaction product. The product is: [CH2:1]([N:5]([CH2:7][C:8]1[CH:9]=[C:10]([CH:15]=[C:16]([CH3:18])[CH:17]=1)[C:11]([OH:13])=[O:12])[CH3:6])[CH:2]([CH3:4])[CH3:3]. (4) Given the reactants [CH2:1]([O:8][C:9]1[CH:10]=[C:11]([C:22](=[O:28])[CH:23](OCC)O)[C:12]2[O:17][C:16]([CH3:19])([CH3:18])[C:15](=[O:20])[NH:14][C:13]=2[CH:21]=1)[C:2]1[CH:7]=[CH:6][CH:5]=[CH:4][CH:3]=1.[F:29][C:30]1[CH:35]=[CH:34][C:33]([CH2:36][C:37]([NH2:40])([CH3:39])[CH3:38])=[CH:32][CH:31]=1, predict the reaction product. The product is: [CH2:1]([O:8][C:9]1[CH:10]=[C:11]([CH:22]([OH:28])[CH2:23][NH:40][C:37]([CH3:38])([CH3:39])[CH2:36][C:33]2[CH:32]=[CH:31][C:30]([F:29])=[CH:35][CH:34]=2)[C:12]2[O:17][C:16]([CH3:19])([CH3:18])[C:15](=[O:20])[NH:14][C:13]=2[CH:21]=1)[C:2]1[CH:3]=[CH:4][CH:5]=[CH:6][CH:7]=1. (5) Given the reactants CC1(C)[O:6][C@@H:5]([CH2:7][O:8][NH:9][C:10]([C:12]2[O:20][C:19]3[CH:18]=[CH:17][N:16]=[CH:15][C:14]=3[C:13]=2[NH:21][C:22]2[CH:27]=[CH:26][C:25]([I:28])=[CH:24][CH:23]=2)=[O:11])[CH2:4][O:3]1.CCOC(C)=O.CCN(CC)CC, predict the reaction product. The product is: [OH:6][C@H:5]([CH2:4][OH:3])[CH2:7][O:8][NH:9][C:10]([C:12]1[O:20][C:19]2[CH:18]=[CH:17][N:16]=[CH:15][C:14]=2[C:13]=1[NH:21][C:22]1[CH:27]=[CH:26][C:25]([I:28])=[CH:24][CH:23]=1)=[O:11]. (6) Given the reactants [F:1][C:2]([F:19])([F:18])[S:3]([O:6][C:7]1[CH:16]=[CH:15][C:14]2[C:9](=[CH:10][CH:11]=[CH:12][C:13]=2I)[CH:8]=1)(=[O:5])=[O:4].[C-:20]#[N:21].[Na+], predict the reaction product. The product is: [F:1][C:2]([F:19])([F:18])[S:3]([O:6][C:7]1[CH:16]=[CH:15][C:14]2[C:9](=[CH:10][CH:11]=[CH:12][C:13]=2[C:20]#[N:21])[CH:8]=1)(=[O:5])=[O:4]. (7) Given the reactants [F:1][C:2]1[CH:7]=[CH:6][CH:5]=[C:4]([N+:8]([O-])=O)[C:3]=1[CH2:11][C:12](=O)[C:13]([OH:15])=[O:14], predict the reaction product. The product is: [F:1][C:2]1[CH:7]=[CH:6][CH:5]=[C:4]2[C:3]=1[CH:11]=[C:12]([C:13]([OH:15])=[O:14])[NH:8]2. (8) Given the reactants C([O:5][C:6]([C@@H:8]1[NH:12][C@@H:11]([CH2:13][C:14]([CH3:17])([CH3:16])[CH3:15])[C@:10]2([C:25]3[C:20](=[CH:21][C:22]([Cl:26])=[CH:23][CH:24]=3)[NH:19][C:18]2=[O:27])[C@H:9]1[C:28]1[CH:33]=[CH:32][CH:31]=[C:30]([Cl:34])[C:29]=1[F:35])=[O:7])(C)(C)C.[F:36][C:37]([F:42])([F:41])[C:38]([OH:40])=[O:39], predict the reaction product. The product is: [F:36][C:37]([F:42])([F:41])[C:38]([OH:40])=[O:39].[Cl:26][C:22]1[CH:21]=[C:20]2[NH:19][C:18](=[O:27])[C@:10]3([C@@H:9]([C:28]4[CH:33]=[CH:32][CH:31]=[C:30]([Cl:34])[C:29]=4[F:35])[C@H:8]([C:6]([OH:7])=[O:5])[NH:12][C@H:11]3[CH2:13][C:14]([CH3:16])([CH3:15])[CH3:17])[C:25]2=[CH:24][CH:23]=1. (9) Given the reactants [NH:1]1[CH2:6][CH2:5][O:4][CH2:3][CH2:2]1.[C:7]([C:9]1[CH:10]=[C:11]2[C:16](=[CH:17][C:18]=1[O:19][CH2:20][CH:21]1[CH2:23][O:22]1)[N:15]=[CH:14][CH:13]=[C:12]2[O:24][C:25]1[CH:30]=[CH:29][C:28]([NH:31][C:32]([NH:34][C:35]2[CH:40]=[CH:39][C:38]([F:41])=[CH:37][CH:36]=2)=[O:33])=[C:27]([F:42])[CH:26]=1)#[N:8], predict the reaction product. The product is: [C:7]([C:9]1[CH:10]=[C:11]2[C:16](=[CH:17][C:18]=1[O:19][CH2:20][CH:21]([OH:22])[CH2:23][N:1]1[CH2:6][CH2:5][O:4][CH2:3][CH2:2]1)[N:15]=[CH:14][CH:13]=[C:12]2[O:24][C:25]1[CH:30]=[CH:29][C:28]([NH:31][C:32]([NH:34][C:35]2[CH:36]=[CH:37][C:38]([F:41])=[CH:39][CH:40]=2)=[O:33])=[C:27]([F:42])[CH:26]=1)#[N:8]. (10) Given the reactants [Cl:1][C:2]1[CH:7]=[CH:6][C:5]([I:8])=[CH:4][C:3]=1[OH:9].[CH3:10][O:11][C:12]1[CH:19]=[CH:18][C:15]([CH2:16]Cl)=[CH:14][CH:13]=1.C([O-])([O-])=O.[K+].[K+].CCOCC.O, predict the reaction product. The product is: [CH3:10][O:11][C:12]1[CH:19]=[CH:18][C:15]([CH2:16][O:9][C:3]2[CH:4]=[C:5]([I:8])[CH:6]=[CH:7][C:2]=2[Cl:1])=[CH:14][CH:13]=1.